From a dataset of Full USPTO retrosynthesis dataset with 1.9M reactions from patents (1976-2016). Predict the reactants needed to synthesize the given product. (1) Given the product [CH3:1][C:2]1[C:7]([O:8][CH3:9])=[C:6]([CH3:10])[C:5]([CH2:11][S@@:12]([C:13]2[N-:14][C:15]3[CH:16]=[CH:17][C:18]([O:22][CH3:23])=[CH:19][C:20]=3[N:21]=2)=[O:24])=[N:4][CH:3]=1.[Mg+2:38], predict the reactants needed to synthesize it. The reactants are: [CH3:1][C:2]1[CH:3]=[N:4][C:5]([CH2:11][S+:12]([O-:24])[C:13]2[N-:14][C:15]3[CH:16]=[CH:17][C:18]([O:22][CH3:23])=[CH:19][C:20]=3[N:21]=2)=[C:6]([CH3:10])[C:7]=1[O:8][CH3:9].[K+].O.O.O.O.O.O.O.S([O-])([O-])(=O)=O.[Mg+2:38]. (2) Given the product [ClH:9].[ClH:38].[NH2:1][C@H:2]1[CH2:7][CH2:6][C@H:5]([NH:8][C:10]2[N:18]=[C:17]3[C:13]([N:14]=[CH:15][N:16]3[CH:19]3[CH2:20][CH2:21][CH2:22][CH2:23]3)=[C:12]([NH:24][C:25]3[CH:26]=[C:27]([CH:31]=[CH:32][CH:33]=3)[C:28]([NH2:30])=[O:29])[N:11]=2)[CH2:4][CH2:3]1, predict the reactants needed to synthesize it. The reactants are: [NH2:1][C@H:2]1[CH2:7][CH2:6][C@H:5]([NH2:8])[CH2:4][CH2:3]1.[Cl:9][C:10]1[N:18]=[C:17]2[C:13]([N:14]=[CH:15][N:16]2[CH:19]2[CH2:23][CH2:22][CH2:21][CH2:20]2)=[C:12]([NH:24][C:25]2[CH:26]=[C:27]([CH:31]=[CH:32][CH:33]=2)[C:28]([NH2:30])=[O:29])[N:11]=1.CO.[OH-].[NH4+].[ClH:38]. (3) Given the product [Cl:1][C:2]1[N:7]=[CH:6][N:5]=[C:4]2[C:3]=1[N:10]=[C:18]([C:16]1[CH:15]=[N:14][N:13]([CH2:11][CH3:12])[CH:17]=1)[N:8]2[CH3:9], predict the reactants needed to synthesize it. The reactants are: [Cl:1][C:2]1[N:7]=[CH:6][N:5]=[C:4]([NH:8][CH3:9])[C:3]=1[NH2:10].[CH2:11]([N:13]1[CH:17]=[C:16]([CH:18]=O)[CH:15]=[N:14]1)[CH3:12]. (4) Given the product [C:1]([O:5][C:6]([NH:8][C:9]1[S:10][CH:11]=[C:12](/[C:14](=[N:25]/[O:26][C:27]2([C:30]([O:32][CH:33]([C:40]3[CH:45]=[CH:44][CH:43]=[CH:42][CH:41]=3)[C:34]3[CH:35]=[CH:36][CH:37]=[CH:38][CH:39]=3)=[O:31])[CH2:28][CH2:29]2)/[C:15]([NH:17][C@@H:18]2[C:21](=[O:22])[NH:20][C@@H:19]2[CH2:23][O:24][S:47]([CH3:46])(=[O:49])=[O:48])=[O:16])[N:13]=1)=[O:7])([CH3:4])([CH3:2])[CH3:3], predict the reactants needed to synthesize it. The reactants are: [C:1]([O:5][C:6]([NH:8][C:9]1[S:10][CH:11]=[C:12](/[C:14](=[N:25]/[O:26][C:27]2([C:30]([O:32][CH:33]([C:40]3[CH:45]=[CH:44][CH:43]=[CH:42][CH:41]=3)[C:34]3[CH:39]=[CH:38][CH:37]=[CH:36][CH:35]=3)=[O:31])[CH2:29][CH2:28]2)/[C:15]([NH:17][C@@H:18]2[C:21](=[O:22])[NH:20][C@@H:19]2[CH2:23][OH:24])=[O:16])[N:13]=1)=[O:7])([CH3:4])([CH3:3])[CH3:2].[CH3:46][S:47](Cl)(=[O:49])=[O:48]. (5) Given the product [C:9]([C:7]1[C:6]([C:11]([O:13][CH3:14])=[O:12])=[C:5]([NH:15][C:16]2[CH:17]=[C:18]([CH3:22])[CH:19]=[CH:20][CH:21]=2)[N:4]=[C:3]([NH:38][CH:32]2[CH2:37][CH2:36][CH2:35][CH2:34][CH2:33]2)[N:8]=1)#[N:10], predict the reactants needed to synthesize it. The reactants are: C([C:3]1[N:8]=[C:7]([C:9]#[N:10])[C:6]([C:11]([O:13][CH3:14])=[O:12])=[C:5]([NH:15][C:16]2[CH:17]=[C:18]([CH3:22])[CH:19]=[CH:20][CH:21]=2)[N:4]=1)#N.C(N(CC)C(C)C)(C)C.[CH:32]1([NH2:38])[CH2:37][CH2:36][CH2:35][CH2:34][CH2:33]1.C([O-])(O)=O.[Na+]. (6) Given the product [CH2:32]([N:29]1[CH2:30][CH2:31][N:26]([CH2:22][CH2:23][C:24]#[C:25][C:2]2[CH:21]=[CH:20][C:5]3[N:6]=[CH:7][C:8]4[C:13]([C:4]=3[CH:3]=2)=[CH:12][C:11]([N:14]2[CH:18]=[CH:17][N:16]=[CH:15]2)=[N:10][C:9]=4[NH2:19])[CH2:27][CH2:28]1)[CH3:33], predict the reactants needed to synthesize it. The reactants are: Br[C:2]1[CH:21]=[CH:20][C:5]2[N:6]=[CH:7][C:8]3[C:13]([C:4]=2[CH:3]=1)=[CH:12][C:11]([N:14]1[CH:18]=[CH:17][N:16]=[CH:15]1)=[N:10][C:9]=3[NH2:19].[CH2:22]([N:26]1[CH2:31][CH2:30][N:29]([CH2:32][CH3:33])[CH2:28][CH2:27]1)[CH2:23][C:24]#[CH:25]. (7) Given the product [O:34]=[C:32]1[CH2:33][N:26]([C:19]([O:21][C:22]([CH3:23])([CH3:24])[CH3:25])=[O:20])[C@@H:27]([C:28](=[O:30])[NH:35][C:36]2[CH:41]=[CH:40][C:39]([N:42]3[CH:47]=[CH:46][CH:45]=[CH:44][C:43]3=[O:48])=[CH:38][CH:37]=2)[CH2:31]1, predict the reactants needed to synthesize it. The reactants are: C(OC1C=CC2C(=CC=CC=2)N1C(OCC)=O)C.[C:19]([N:26]1[CH2:33][C:32](=[O:34])[CH2:31][C@@H:27]1[C:28]([OH:30])=O)([O:21][C:22]([CH3:25])([CH3:24])[CH3:23])=[O:20].[NH2:35][C:36]1[CH:41]=[CH:40][C:39]([N:42]2[CH:47]=[CH:46][CH:45]=[CH:44][C:43]2=[O:48])=[CH:38][CH:37]=1.COC(C)(C)C.